Dataset: Aqueous solubility values for 9,982 compounds from the AqSolDB database. Task: Regression/Classification. Given a drug SMILES string, predict its absorption, distribution, metabolism, or excretion properties. Task type varies by dataset: regression for continuous measurements (e.g., permeability, clearance, half-life) or binary classification for categorical outcomes (e.g., BBB penetration, CYP inhibition). For this dataset (solubility_aqsoldb), we predict Y. (1) The drug is CC(=O)C(N=Nc1ccccc1C(F)(F)F)C(=O)Nc1ccc2[nH]c(=O)[nH]c2c1. The Y is -7.46 log mol/L. (2) The molecule is CCN(CC)c1ccc(N=Nc2ccccc2)cc1. The Y is -5.98 log mol/L. (3) The Y is -3.73 log mol/L. The compound is CCCC(=O)OCn1cc(F)c(=O)n(C(=O)c2ccccc2)c1=O. (4) The drug is O=C([O-])Cc1ccccc1Nc1c(Cl)cccc1Cl.[Na+]. The Y is -1.17 log mol/L. (5) The molecule is CCOC(=O)C(C)OC(=O)c1cc(Oc2ccc(C(F)(F)F)cc2Cl)ccc1[N+](=O)[O-]. The Y is -6.62 log mol/L. (6) The compound is CCN(CC)CC(C)O. The Y is 0.102 log mol/L. (7) The Y is -3.62 log mol/L. The compound is CC(C)CCCCCCCCOCCCNCCC#N.